Dataset: Reaction yield outcomes from USPTO patents with 853,638 reactions. Task: Predict the reaction yield, written as a fraction of the theoretical maximum amount of product (1.0 means a 100% yield; for example, 0.34 means a 34% yield). (1) The reactants are [CH2:1]([N:8]1[CH:12]=[C:11]([NH:13][S:14]([C:17]2[S:18][CH:19]=[CH:20][CH:21]=2)(=[O:16])=[O:15])[CH:10]=[C:9]1[C:22]([O:24]CC)=O)[C:2]1[CH:7]=[CH:6][CH:5]=[CH:4][CH:3]=1.[H-].[Na+].[CH3:29]I.O. The catalyst is CN(C)C=O. The product is [CH2:1]([N:8]1[C:9]([CH:22]=[O:24])=[CH:10][C:11]([N:13]([CH3:29])[S:14]([C:17]2[S:18][CH:19]=[CH:20][CH:21]=2)(=[O:16])=[O:15])=[CH:12]1)[C:2]1[CH:7]=[CH:6][CH:5]=[CH:4][CH:3]=1. The yield is 0.570. (2) The reactants are [F:1][C:2]1[C:3]([CH3:35])=[C:4]([NH:8][C:9]2[N:14]3[N:15]=[CH:16][C:17]([C:18](O)=[O:19])=[C:13]3[N:12]=[CH:11][C:10]=2[C:21]([N:23]2[CH2:28][CH2:27][CH:26]([C:29]3[CH:34]=[CH:33][CH:32]=[CH:31][CH:30]=3)[CH2:25][CH2:24]2)=[O:22])[CH:5]=[CH:6][CH:7]=1.[CH2:36]([S:38]([NH2:41])(=[O:40])=[O:39])[CH3:37]. No catalyst specified. The product is [F:1][C:2]1[C:3]([CH3:35])=[C:4]([NH:8][C:9]2[N:14]3[N:15]=[CH:16][C:17]([C:18]([NH:41][S:38]([CH2:36][CH3:37])(=[O:40])=[O:39])=[O:19])=[C:13]3[N:12]=[CH:11][C:10]=2[C:21]([N:23]2[CH2:28][CH2:27][CH:26]([C:29]3[CH:30]=[CH:31][CH:32]=[CH:33][CH:34]=3)[CH2:25][CH2:24]2)=[O:22])[CH:5]=[CH:6][CH:7]=1. The yield is 0.360. (3) The reactants are [CH3:1][C:2]1[C:7]([C:8]#[N:9])=[C:6]([NH:10][C:11]2[CH:12]=[N:13][N:14]([S:16]([C:19]3[CH:24]=[CH:23][CH:22]=[CH:21][CH:20]=3)(=[O:18])=[O:17])[CH:15]=2)[N:5]=[C:4]([S:25][CH3:26])[N:3]=1.C(O[CH:32](N(C)C)[N:33]([CH3:35])[CH3:34])(C)(C)C. The catalyst is CN(C=O)C. The product is [CH3:32][N:33]([CH3:35])/[CH:34]=[CH:1]/[C:2]1[C:7]([C:8]#[N:9])=[C:6]([NH:10][C:11]2[CH:12]=[N:13][N:14]([S:16]([C:19]3[CH:20]=[CH:21][CH:22]=[CH:23][CH:24]=3)(=[O:18])=[O:17])[CH:15]=2)[N:5]=[C:4]([S:25][CH3:26])[N:3]=1. The yield is 0.643. (4) The reactants are [CH3:1][O:2][C:3]1[CH:4]=[C:5]2[C:10](=[CH:11][C:12]=1[O:13][CH3:14])[N:9]=[CH:8][CH:7]=[C:6]2[O:15][C:16]1[C:22]([CH3:23])=[CH:21][C:19]([NH2:20])=[C:18]([CH3:24])[CH:17]=1.C1(C)C=CC=CC=1.C(N(CC)CC)C.Cl[C:40](Cl)([O:42]C(=O)OC(Cl)(Cl)Cl)Cl.[CH3:51][C:52]1[CH:60]=[CH:59][C:55]([CH:56]([OH:58])[CH3:57])=[CH:54][CH:53]=1. The catalyst is C(Cl)Cl. The product is [CH3:1][O:2][C:3]1[CH:4]=[C:5]2[C:10](=[CH:11][C:12]=1[O:13][CH3:14])[N:9]=[CH:8][CH:7]=[C:6]2[O:15][C:16]1[C:22]([CH3:23])=[CH:21][C:19]([NH:20][C:40](=[O:42])[O:58][CH:56]([C:55]2[CH:59]=[CH:60][C:52]([CH3:51])=[CH:53][CH:54]=2)[CH3:57])=[C:18]([CH3:24])[CH:17]=1. The yield is 0.680. (5) The reactants are [C:1]([N:6]1[CH2:11][CH2:10][N:9](C(OC(C)(C)C)=O)[CH2:8][CH2:7]1)(=[O:5])[CH:2]([CH3:4])[CH3:3].Cl.CO. The catalyst is CO. The product is [CH3:3][CH:2]([CH3:4])[C:1]([N:6]1[CH2:11][CH2:10][NH:9][CH2:8][CH2:7]1)=[O:5]. The yield is 1.00. (6) The reactants are [C:1]([O:5][C:6]1[CH:14]=[C:13]2[C:9]([CH:10]=[C:11]([C:15]([CH3:18])([CH3:17])[CH3:16])[NH:12]2)=[CH:8][C:7]=1[N+:19]([O-])=O)([CH3:4])([CH3:3])[CH3:2]. The catalyst is CO.[Ni]. The product is [C:1]([O:5][C:6]1[CH:14]=[C:13]2[C:9]([CH:10]=[C:11]([C:15]([CH3:18])([CH3:17])[CH3:16])[NH:12]2)=[CH:8][C:7]=1[NH2:19])([CH3:4])([CH3:3])[CH3:2]. The yield is 0.320. (7) The reactants are [Cl:1][C:2]1[N:11]=[CH:10][C:9]2[NH:8][C:7](=[O:12])[C@@H:6]([CH2:13][CH3:14])[N:5]([CH:15]3[CH2:19][CH2:18][CH2:17][CH2:16]3)[C:4]=2[N:3]=1.[C:20]1(C)C=CC(S(OC)(=O)=O)=CC=1.C(=O)([O-])[O-].[K+].[K+]. The catalyst is CC(C)=O. The product is [Cl:1][C:2]1[N:11]=[CH:10][C:9]2[N:8]([CH3:20])[C:7](=[O:12])[C@@H:6]([CH2:13][CH3:14])[N:5]([CH:15]3[CH2:19][CH2:18][CH2:17][CH2:16]3)[C:4]=2[N:3]=1. The yield is 0.930. (8) The reactants are [NH2:1][CH2:2][CH2:3][N:4]1[CH2:9][CH2:8][N:7]([CH2:10]/[CH:11]=[CH:12]/[C:13]([N:15]2[CH2:20][CH2:19][CH:18]([N:21]3[C:29]4[C:28]([O:30][C:31]5[CH:36]=[CH:35][C:34]([O:37][C:38]6[CH:43]=[CH:42][CH:41]=[CH:40][CH:39]=6)=[CH:33][CH:32]=5)=[N:27][CH:26]=[N:25][C:24]=4[CH:23]=[CH:22]3)[CH2:17][CH2:16]2)=[O:14])[CH2:6][CH2:5]1.[C:44]([O:48][C:49]([NH:51][CH2:52][CH2:53][O:54][CH2:55][CH2:56][O:57][CH2:58][CH2:59][O:60][CH2:61][CH2:62][O:63][CH2:64][CH2:65][C:66](O)=[O:67])=[O:50])([CH3:47])([CH3:46])[CH3:45].C(N(CC)CC)C.C(P1(=O)OP(CCC)(=O)OP(CCC)(=O)O1)CC. The catalyst is C(Cl)Cl.C(OCC)(=O)C.C([O-])(O)=O.[Na+]. The product is [C:44]([O:48][C:49](=[O:50])[NH:51][CH2:52][CH2:53][O:54][CH2:55][CH2:56][O:57][CH2:58][CH2:59][O:60][CH2:61][CH2:62][O:63][CH2:64][CH2:65][C:66](=[O:67])[NH:1][CH2:2][CH2:3][N:4]1[CH2:9][CH2:8][N:7]([CH2:10]/[CH:11]=[CH:12]/[C:13](=[O:14])[N:15]2[CH2:16][CH2:17][CH:18]([N:21]3[C:29]4[C:28]([O:30][C:31]5[CH:32]=[CH:33][C:34]([O:37][C:38]6[CH:39]=[CH:40][CH:41]=[CH:42][CH:43]=6)=[CH:35][CH:36]=5)=[N:27][CH:26]=[N:25][C:24]=4[CH:23]=[CH:22]3)[CH2:19][CH2:20]2)[CH2:6][CH2:5]1)([CH3:47])([CH3:45])[CH3:46]. The yield is 0.334. (9) The yield is 0.670. The reactants are [NH2:1][CH2:2][CH2:3][CH2:4][NH:5][C:6]([CH:8]1[CH:12]([C:13]2[CH:18]=[CH:17][CH:16]=[C:15]([Cl:19])[CH:14]=2)[C:11]([C:22]2[CH:27]=[CH:26][C:25]([Cl:28])=[CH:24][CH:23]=2)([C:20]#[N:21])[CH:10]([CH2:29][C:30]([CH3:33])([CH3:32])[CH3:31])[NH:9]1)=[O:7].[C:34]([N:37]1[CH2:42][CH2:41][CH:40](C(O)=O)[CH2:39][CH2:38]1)(=[O:36])[CH3:35].CN(C(ON1N=NC2C=CC=NC1=2)=[N+](C)C)C.F[P-](F)(F)(F)(F)F.CCN(C(C)C)C(C)C. The product is [C:34]([N:37]1[CH2:42][CH2:41][CH:40]([NH:1][CH2:2][CH2:3][CH2:4][NH:5][C:6]([CH:8]2[CH:12]([C:13]3[CH:18]=[CH:17][CH:16]=[C:15]([Cl:19])[CH:14]=3)[C:11]([C:22]3[CH:27]=[CH:26][C:25]([Cl:28])=[CH:24][CH:23]=3)([C:20]#[N:21])[CH:10]([CH2:29][C:30]([CH3:33])([CH3:32])[CH3:31])[NH:9]2)=[O:7])[CH2:39][CH2:38]1)(=[O:36])[CH3:35]. The catalyst is C(Cl)Cl. (10) The reactants are [NH2:1][C:2]1[CH:3]=[C:4]([CH:21]=[CH:22][C:23]=1[F:24])[O:5][C:6]1[CH:7]=[CH:8][C:9]2[N:10]([CH:12]=[C:13]([NH:15][C:16]([CH:18]3[CH2:20][CH2:19]3)=[O:17])[N:14]=2)[N:11]=1.[CH3:25][C:26]1[C:27]([C:32](O)=[O:33])=[N:28][CH:29]=[CH:30][CH:31]=1.Cl.CN(C)CCCN=C=NCC.ON1C2C=CC=CC=2N=N1.C(N(CC)CC)C. The catalyst is CN(C)C=O. The product is [CH:18]1([C:16]([NH:15][C:13]2[N:14]=[C:9]3[CH:8]=[CH:7][C:6]([O:5][C:4]4[CH:21]=[CH:22][C:23]([F:24])=[C:2]([NH:1][C:32]([C:27]5[C:26]([CH3:25])=[CH:31][CH:30]=[CH:29][N:28]=5)=[O:33])[CH:3]=4)=[N:11][N:10]3[CH:12]=2)=[O:17])[CH2:20][CH2:19]1. The yield is 0.470.